Predict the product of the given reaction. From a dataset of Forward reaction prediction with 1.9M reactions from USPTO patents (1976-2016). (1) Given the reactants Cl.[C:2]1([CH3:10])[CH:7]=[CH:6][C:5]([NH:8][NH2:9])=[CH:4][CH:3]=1.Cl[CH2:12][C:13]([NH:15][CH2:16][CH:17]1[CH2:22][CH2:21][CH2:20][CH2:19][CH2:18]1)=[O:14].C(N(CC)CC)C, predict the reaction product. The product is: [C:2]1([CH3:10])[CH:7]=[CH:6][C:5]([N:8]([CH2:12][C:13]([NH:15][CH2:16][CH:17]2[CH2:22][CH2:21][CH2:20][CH2:19][CH2:18]2)=[O:14])[NH2:9])=[CH:4][CH:3]=1. (2) Given the reactants [C:1](Cl)(=[O:5])[CH2:2][CH2:3][CH3:4].[NH2:7][C:8]1[CH:16]=[CH:15][C:14]([Cl:17])=[CH:13][C:9]=1[C:10]([NH2:12])=[O:11].[OH-].[Na+].Cl, predict the reaction product. The product is: [C:1]([NH:7][C:8]1[CH:16]=[CH:15][C:14]([Cl:17])=[CH:13][C:9]=1[C:10]([NH2:12])=[O:11])(=[O:5])[CH2:2][CH2:3][CH3:4]. (3) Given the reactants [Cl:1][C:2]1[CH:7]=[CH:6][C:5]([NH:8][C:9]([CH:11]2[CH2:20][CH2:19][C:18]3[C:13](=[CH:14][C:15]([O:21]C)=[CH:16][CH:17]=3)[CH2:12]2)=[O:10])=[CH:4][C:3]=1[C:23]([F:26])([F:25])[F:24].B(Br)(Br)Br, predict the reaction product. The product is: [Cl:1][C:2]1[CH:7]=[CH:6][C:5]([NH:8][C:9]([CH:11]2[CH2:20][CH2:19][C:18]3[C:13](=[CH:14][C:15]([OH:21])=[CH:16][CH:17]=3)[CH2:12]2)=[O:10])=[CH:4][C:3]=1[C:23]([F:24])([F:25])[F:26]. (4) Given the reactants [CH2:1]([N:3]1[C:8]2[CH:9]=[CH:10][C:11]([N+:13]([O-:15])=[O:14])=[CH:12][C:7]=2[O:6][CH:5]([CH2:16][CH2:17][OH:18])[C:4]1=[O:19])[CH3:2].[H-].[Na+].I[CH3:23].O, predict the reaction product. The product is: [CH2:1]([N:3]1[C:8]2[CH:9]=[CH:10][C:11]([N+:13]([O-:15])=[O:14])=[CH:12][C:7]=2[O:6][CH:5]([CH2:16][CH2:17][O:18][CH3:23])[C:4]1=[O:19])[CH3:2]. (5) Given the reactants [Br:1][C:2]1[C:7]([F:8])=[C:6]([N+:9]([O-])=O)[CH:5]=[CH:4][C:3]=1[F:12].O.O.[Sn](Cl)Cl.[CH2:18](OCC)C.[OH-].[Na+], predict the reaction product. The product is: [CH3:4][CH2:5][CH2:6][CH:7]([CH3:2])[CH3:18].[Br:1][C:2]1[C:7]([F:8])=[C:6]([NH2:9])[CH:5]=[CH:4][C:3]=1[F:12]. (6) Given the reactants Cl[C:2]1[N:7]=[C:6]([N:8]2[CH2:13][CH2:12][O:11][CH2:10][CH2:9]2)[N:5]=[C:4]([N:14]2[CH2:19][CH2:18][O:17][CH2:16][CH2:15]2)[N:3]=1.[N:20]1[CH:25]=[CH:24][CH:23]=[C:22](B2OC(C)(C)C(C)(C)O2)[CH:21]=1, predict the reaction product. The product is: [N:20]1[CH:25]=[CH:24][CH:23]=[C:22]([C:2]2[N:7]=[C:6]([N:8]3[CH2:13][CH2:12][O:11][CH2:10][CH2:9]3)[N:5]=[C:4]([N:14]3[CH2:19][CH2:18][O:17][CH2:16][CH2:15]3)[N:3]=2)[CH:21]=1. (7) Given the reactants O[C@@H](C1C=CC=CC=1)[C@@H](N(C)[C:6](=[O:18])[C@H:7]([NH2:17])[CH2:8][CH2:9][CH2:10][C:11]1[CH:16]=[CH:15][CH:14]=[CH:13][CH:12]=1)C.[OH2:26], predict the reaction product. The product is: [NH2:17][C@H:7]([CH2:8][CH2:9][CH2:10][C:11]1[CH:12]=[CH:13][CH:14]=[CH:15][CH:16]=1)[C:6]([OH:18])=[O:26].